Dataset: Forward reaction prediction with 1.9M reactions from USPTO patents (1976-2016). Task: Predict the product of the given reaction. (1) Given the reactants F[C:2]1[C:3]([CH:8]2[CH2:13][CH2:12][N:11]([C:14]([O:16][C:17]([CH3:20])([CH3:19])[CH3:18])=[O:15])[CH2:10][CH2:9]2)=[N:4][CH:5]=[CH:6][N:7]=1.[CH3:21][C:22]1[CH:23]=[CH:24][C:25]([NH:28][C:29]2[CH:34]=[CH:33][C:32]([OH:35])=[CH:31][CH:30]=2)=[N:26][CH:27]=1.CC(C)([O-])C.[Na+].O, predict the reaction product. The product is: [C:17]([O:16][C:14]([N:11]1[CH2:12][CH2:13][CH:8]([C:3]2[C:2]([O:35][C:32]3[CH:31]=[CH:30][C:29]([NH:28][C:25]4[CH:24]=[CH:23][C:22]([CH3:21])=[CH:27][N:26]=4)=[CH:34][CH:33]=3)=[N:7][CH:6]=[CH:5][N:4]=2)[CH2:9][CH2:10]1)=[O:15])([CH3:20])([CH3:19])[CH3:18]. (2) Given the reactants [Cl:1][C:2]1[CH:3]=[C:4]([NH:13][C:14](=[S:26])[NH:15][C:16]2[CH:21]=[CH:20][C:19]([NH:22][C:23](=[O:25])[CH3:24])=[CH:18][CH:17]=2)[CH:5]=[C:6]([Cl:12])[C:7]=1[O:8][CH2:9][CH2:10][OH:11].[CH3:27][S:28](Cl)(=[O:30])=[O:29], predict the reaction product. The product is: [C:23]([NH:22][C:19]1[CH:20]=[CH:21][C:16]([NH:15][C:14](=[S:26])[NH:13][C:4]2[CH:3]=[C:2]([Cl:1])[C:7]([O:8][CH2:9][CH2:10][O:11][S:28]([CH3:27])(=[O:30])=[O:29])=[C:6]([Cl:12])[CH:5]=2)=[CH:17][CH:18]=1)(=[O:25])[CH3:24]. (3) The product is: [Br:1][C:2]1[S:3][C:4]([CH:7]([OH:8])[C:15]([F:18])([F:17])[F:16])=[CH:5][N:6]=1. Given the reactants [Br:1][C:2]1[S:3][C:4]([CH:7]=[O:8])=[CH:5][N:6]=1.[F-].[Cs+].[Si]([C:15]([F:18])([F:17])[F:16])(C)(C)C, predict the reaction product. (4) Given the reactants [F:1][C:2]1[C:10]([F:11])=[C:9]([CH2:12][CH:13]=[CH2:14])[C:8]([F:15])=[C:7]([F:16])[C:3]=1[C:4]([OH:6])=O.C1C=CC2N(O)N=NC=2C=1.CCN=C=NCCCN(C)C.C(N(CC)CC)C.[CH3:45][CH:46]([CH3:50])[C@@H:47]([NH2:49])[CH3:48], predict the reaction product. The product is: [CH2:12]([C:9]1[C:8]([F:15])=[C:7]([F:16])[C:3]([C:4]([NH:49][C@H:47]([CH:46]([CH3:50])[CH3:45])[CH3:48])=[O:6])=[C:2]([F:1])[C:10]=1[F:11])[CH:13]=[CH2:14].